Dataset: NCI-60 drug combinations with 297,098 pairs across 59 cell lines. Task: Regression. Given two drug SMILES strings and cell line genomic features, predict the synergy score measuring deviation from expected non-interaction effect. Drug 1: CC(CN1CC(=O)NC(=O)C1)N2CC(=O)NC(=O)C2. Drug 2: COCCOC1=C(C=C2C(=C1)C(=NC=N2)NC3=CC=CC(=C3)C#C)OCCOC.Cl. Cell line: NCI/ADR-RES. Synergy scores: CSS=10.1, Synergy_ZIP=-0.153, Synergy_Bliss=5.04, Synergy_Loewe=5.16, Synergy_HSA=5.22.